This data is from Forward reaction prediction with 1.9M reactions from USPTO patents (1976-2016). The task is: Predict the product of the given reaction. (1) The product is: [O:1]=[C:2]([O-:15])[C@@H:3]([C@H:5]([C@@H:7]([C@@H:9]([C:11]([O-:13])=[O:12])[OH:10])[OH:8])[OH:6])[OH:4].[K+:14].[K+:14]. Given the reactants [O:1]=[CH:2][C@@H:3]([C@H:5]([C@@H:7]([C@@H:9]([CH2:11][OH:12])[OH:10])[OH:8])[OH:6])[OH:4].[OH-:13].[K+:14].[OH-:15].[Na+], predict the reaction product. (2) Given the reactants ClCl.Cl[C:4]1[C:13]([Cl:14])=[CH:12][C:11]([N+:15]([O-:17])=[O:16])=[C:10]2[C:5]=1[C:6]([CH3:20])=[CH:7][N:8]=[C:9]2[O:18][CH3:19].[F:21][C:22]([F:31])([F:30])[C:23]1[CH:24]=[C:25]([OH:29])[CH:26]=[CH:27][CH:28]=1, predict the reaction product. The product is: [Cl:14][C:13]1[C:4]([O:29][C:25]2[CH:26]=[CH:27][CH:28]=[C:23]([C:22]([F:21])([F:30])[F:31])[CH:24]=2)=[C:5]2[C:10](=[C:11]([N+:15]([O-:17])=[O:16])[CH:12]=1)[C:9]([O:18][CH3:19])=[N:8][CH:7]=[C:6]2[CH3:20].